Dataset: Full USPTO retrosynthesis dataset with 1.9M reactions from patents (1976-2016). Task: Predict the reactants needed to synthesize the given product. (1) The reactants are: [CH3:1][S:2][C:3]1[CH:4]=[CH:5][C:6]([N+:9]([O-])=O)=[N:7][CH:8]=1.C(O)(=O)C.C(=O)(O)[O-].[Na+]. Given the product [CH3:1][S:2][C:3]1[CH:4]=[CH:5][C:6]([NH2:9])=[N:7][CH:8]=1, predict the reactants needed to synthesize it. (2) Given the product [C:1]([O:5][C:6]([NH:8][C@H:9]1[CH2:13][CH2:12][N:11]([S:14]([C:17]2[C:18]3[C:19]([CH:28]=[CH2:29])=[CH:20][N:21]=[CH:22][C:23]=3[CH:24]=[CH:25][CH:26]=2)(=[O:16])=[O:15])[CH2:10]1)=[O:7])([CH3:4])([CH3:3])[CH3:2], predict the reactants needed to synthesize it. The reactants are: [C:1]([O:5][C:6]([NH:8][C@H:9]1[CH2:13][CH2:12][N:11]([S:14]([C:17]2[C:18]3[C:19](Br)=[CH:20][N:21]=[CH:22][C:23]=3[CH:24]=[CH:25][CH:26]=2)(=[O:16])=[O:15])[CH2:10]1)=[O:7])([CH3:4])([CH3:3])[CH3:2].[C:28](C1C=C(C)C=C(C(C)(C)C)C=1O)(C)(C)[CH3:29].C(C([Sn])=C(CCCC)CCCC)CCC. (3) Given the product [CH3:23][O:22][N:10]([CH2:11][C:12]1[CH:13]=[CH:14][C:15]([C:18]([F:19])([F:20])[F:21])=[CH:16][CH:17]=1)[C:8]([C:7]1[CH2:28][N:29]([CH3:30])[C:4](=[O:24])[C:5]=1[OH:6])=[O:9], predict the reactants needed to synthesize it. The reactants are: CC1(C)[O:6][C:5](=[CH:7][C:8]([N:10]([O:22][CH3:23])[CH2:11][C:12]2[CH:17]=[CH:16][C:15]([C:18]([F:21])([F:20])[F:19])=[CH:14][CH:13]=2)=[O:9])[C:4](=[O:24])O1.C=O.[CH3:28][NH2:29].[CH3:30]O. (4) Given the product [OH:1][C@@H:2]1[C@H:18]2[C@@H:9]([CH2:10][CH2:11][C:12]3[C@:17]2([CH3:19])[CH2:16][CH2:15][C:14](=[O:20])[CH:13]=3)[C@H:8]2[C@@:4]([CH3:27])([C@@:5]([OH:26])([C:22](=[O:25])[CH2:23][OH:24])[C@H:6]([OH:21])[CH2:7]2)[CH2:3]1, predict the reactants needed to synthesize it. The reactants are: [OH:1][C@@H:2]1[C@H:18]2[C@@H:9]([CH2:10][CH2:11][C:12]3[C@:17]2([CH3:19])[CH:16]=[CH:15][C:14](=[O:20])[CH:13]=3)[C@H:8]2[C@@:4]([CH3:27])([C@@:5]([OH:26])([C:22](=[O:25])[CH2:23][OH:24])[CH:6]([OH:21])[CH2:7]2)[CH2:3]1. (5) Given the product [Br:10][C:7]1[CH:8]=[CH:9][C:4]([C:3]([OH:22])=[O:2])=[CH:5][C:6]=1[O:11][CH2:12][CH2:13][C:14]1[CH:19]=[CH:18][C:17]([Cl:20])=[CH:16][C:15]=1[Cl:21], predict the reactants needed to synthesize it. The reactants are: C[O:2][C:3](=[O:22])[C:4]1[CH:9]=[CH:8][C:7]([Br:10])=[C:6]([O:11][CH2:12][CH2:13][C:14]2[CH:19]=[CH:18][C:17]([Cl:20])=[CH:16][C:15]=2[Cl:21])[CH:5]=1.O.O.[OH-].[Li+].Cl.